This data is from Forward reaction prediction with 1.9M reactions from USPTO patents (1976-2016). The task is: Predict the product of the given reaction. (1) The product is: [Cl:1][C:2]1[CH:3]=[C:4]2[C:10]([C:11]3[N:16]=[C:15]([NH:17][C@H:18]4[CH2:19][CH2:20][CH2:21][C@@H:61]([N:62]5[CH2:63][CH2:30][N:33]([CH3:34])[C:64]5=[O:65])[CH2:23]4)[C:14]([F:29])=[CH:13][N:12]=3)=[CH:9][NH:8][C:5]2=[N:6][CH:7]=1. Given the reactants [Cl:1][C:2]1[CH:3]=[C:4]2[C:10]([C:11]3[N:16]=[C:15]([NH:17][C@H:18]4[CH2:23]C[CH2:21][C@@H:20](NCCNC)[CH2:19]4)[C:14]([F:29])=[CH:13][N:12]=3)=[CH:9][NH:8][C:5]2=[N:6][CH:7]=1.[CH:30]([N:33](C(C)C)[CH2:34]C)(C)C.[N+](C1C=CC(OC(=O)OC2C=CC([N+]([O-])=O)=CC=2)=CC=1)([O-])=O.[CH3:61][N:62]([CH:64]=[O:65])[CH3:63], predict the reaction product. (2) The product is: [CH3:26][N:25]([CH3:27])[C:23]1[C:22]2[C:17](=[CH:18][CH:19]=[CH:20][CH:21]=2)[N:16]=[C:15](/[CH:14]=[CH:13]/[C:4]2[N:3]=[C:2]([OH:40])[CH:7]=[C:6]([N:8]3[CH2:12][CH2:11][CH2:10][CH2:9]3)[N:5]=2)[N:24]=1. Given the reactants Cl[C:2]1[CH:7]=[C:6]([N:8]2[CH2:12][CH2:11][CH2:10][CH2:9]2)[N:5]=[C:4](/[CH:13]=[CH:14]/[C:15]2[N:24]=[C:23]([N:25]([CH3:27])[CH3:26])[C:22]3[C:17](=[CH:18][CH:19]=[CH:20][CH:21]=3)[N:16]=2)[N:3]=1.[H-].[Na+].CN(C)CCNC.CN(C)C=[O:40], predict the reaction product. (3) Given the reactants [Cl:1][C:2]1[CH:7]=[CH:6][C:5]([C:8]2[CH:9]=[C:10]3[C:16]([C:17]([C:19]4[C:20]([F:33])=[C:21]([NH:26][S:27]([CH2:30][CH2:31][CH3:32])(=[O:29])=[O:28])[CH:22]=[CH:23][C:24]=4[F:25])=[O:18])=[CH:15][NH:14][C:11]3=[N:12][CH:13]=2)=[CH:4][CH:3]=1.Cl[C:35]([O:37][CH2:38][CH3:39])=[O:36].C(N(CC)CC)C, predict the reaction product. The product is: [Cl:1][C:2]1[CH:7]=[CH:6][C:5]([C:8]2[CH:9]=[C:10]3[C:16]([C:17]([C:19]4[C:20]([F:33])=[C:21]([N:26]([S:27]([CH2:30][CH2:31][CH3:32])(=[O:28])=[O:29])[C:35](=[O:36])[O:37][CH2:38][CH3:39])[CH:22]=[CH:23][C:24]=4[F:25])=[O:18])=[CH:15][NH:14][C:11]3=[N:12][CH:13]=2)=[CH:4][CH:3]=1. (4) Given the reactants [CH2:1]([O:3][P:4]([C:9]1[C:13]([P:14]([O:19][CH2:20][CH3:21])([O:16][CH2:17][CH3:18])=[O:15])=[CH:12][S:11][C:10]=1I)([O:6][CH2:7][CH3:8])=[O:5])[CH3:2].C([Sn](CCCC)(CCCC)[C:28]1[S:29][CH:30]=[C:31]([P:41]([O:46][CH2:47][CH3:48])([O:43][CH2:44][CH3:45])=[O:42])[C:32]=1[P:33]([O:38][CH2:39][CH3:40])([O:35][CH2:36][CH3:37])=[O:34])CCC, predict the reaction product. The product is: [CH2:1]([O:3][P:4]([C:9]1[C:13]([P:14]([O:19][CH2:20][CH3:21])([O:16][CH2:17][CH3:18])=[O:15])=[CH:12][S:11][C:10]=1[C:28]1[S:29][CH:30]=[C:31]([P:41]([O:43][CH2:44][CH3:45])([O:46][CH2:47][CH3:48])=[O:42])[C:32]=1[P:33]([O:35][CH2:36][CH3:37])([O:38][CH2:39][CH3:40])=[O:34])([O:6][CH2:7][CH3:8])=[O:5])[CH3:2]. (5) Given the reactants [C:1]([C:3]1[N:4]=[CH:5][C:6]([NH:9][C:10]2[CH:15]=[C:14]([NH:16][CH2:17][CH:18]3[CH2:23][CH2:22][N:21](C(OC(C)(C)C)=O)[CH2:20][CH2:19]3)[C:13]([C:31]3[O:35][N:34]=[C:33]([CH3:36])[N:32]=3)=[CH:12][N:11]=2)=[N:7][CH:8]=1)#[N:2].FC(F)(F)C(O)=O, predict the reaction product. The product is: [CH3:36][C:33]1[N:32]=[C:31]([C:13]2[C:14]([NH:16][CH2:17][CH:18]3[CH2:23][CH2:22][NH:21][CH2:20][CH2:19]3)=[CH:15][C:10]([NH:9][C:6]3[N:7]=[CH:8][C:3]([C:1]#[N:2])=[N:4][CH:5]=3)=[N:11][CH:12]=2)[O:35][N:34]=1. (6) Given the reactants [Br:1][C:2]1[CH:3]=[C:4]([CH:6]=[CH:7][C:8]=1[CH3:9])[NH2:5].CO[CH:12]=[C:13]1[C:18](=[O:19])[O:17][C:16]([CH3:21])([CH3:20])[O:15][C:14]1=[O:22], predict the reaction product. The product is: [Br:1][C:2]1[CH:3]=[C:4]([NH:5][CH:12]=[C:13]2[C:14](=[O:22])[O:15][C:16]([CH3:20])([CH3:21])[O:17][C:18]2=[O:19])[CH:6]=[CH:7][C:8]=1[CH3:9]. (7) Given the reactants [Br:1][C:2]1[C:3]([O:9][CH2:10][CH3:11])=[CH:4][C:5](Cl)=[N:6][CH:7]=1.C([O-])([O-])=O.[Cs+].[Cs+].[CH3:18][O:19][C:20]1[CH:25]=[CH:24][C:23]([CH2:26][OH:27])=[CH:22][CH:21]=1, predict the reaction product. The product is: [Br:1][C:2]1[C:3]([O:9][CH2:10][CH3:11])=[CH:4][C:5]([O:27][CH2:26][C:23]2[CH:24]=[CH:25][C:20]([O:19][CH3:18])=[CH:21][CH:22]=2)=[N:6][CH:7]=1.